Dataset: Catalyst prediction with 721,799 reactions and 888 catalyst types from USPTO. Task: Predict which catalyst facilitates the given reaction. Reactant: [NH2:1][C:2]1[C:7]([C:8]([NH2:10])=O)=[CH:6][CH:5]=[CH:4][N:3]=1.B.[CH2:12]1[CH2:16]OC[CH2:13]1.CO. Product: [CH:13]1([NH:10][CH2:8][C:7]2[C:2]([NH2:1])=[N:3][CH:4]=[CH:5][CH:6]=2)[CH2:12][CH2:16]1. The catalyst class is: 1.